This data is from Reaction yield outcomes from USPTO patents with 853,638 reactions. The task is: Predict the reaction yield, written as a fraction of the theoretical maximum amount of product (1.0 means a 100% yield; for example, 0.34 means a 34% yield). (1) The reactants are C[O:2][C:3]1[CH:8]=[CH:7][N:6]2[N:9]=[CH:10][C:11](C(OC)=O)=[C:5]2[CH:4]=1.[OH-].[K+]. The catalyst is Br. The product is [N:9]1[N:6]2[CH:7]=[CH:8][C:3]([OH:2])=[CH:4][C:5]2=[CH:11][CH:10]=1. The yield is 0.310. (2) The reactants are [OH:1][C:2]1[C:7]([CH3:8])=[CH:6][C:5]([NH:9][C:10](=[O:12])[CH3:11])=[C:4]([CH3:13])[CH:3]=1.Cl.Cl[CH2:16][CH2:17][N:18]1[CH2:23][CH2:22][O:21][CH2:20][CH2:19]1.[OH-].[Na+]. The catalyst is O1CCOCC1. The product is [CH3:13][C:4]1[CH:3]=[C:2]([O:1][CH2:16][CH2:17][N:18]2[CH2:23][CH2:22][O:21][CH2:20][CH2:19]2)[C:7]([CH3:8])=[CH:6][C:5]=1[NH:9][C:10](=[O:12])[CH3:11]. The yield is 0.890. (3) The reactants are [C:1]1([C:7]2[S:8][C:9]([CH:12]=[O:13])=[CH:10][N:11]=2)[CH:6]=[CH:5][CH:4]=[CH:3][CH:2]=1.[CH3:14][O:15][C:16]1[CH:17]=[C:18]([Mg]Br)[CH:19]=[C:20]([O:24][CH3:25])[C:21]=1[O:22][CH3:23]. The catalyst is C1COCC1. The product is [C:1]1([C:7]2[S:8][C:9]([CH:12]([C:18]3[CH:19]=[C:20]([O:24][CH3:25])[C:21]([O:22][CH3:23])=[C:16]([O:15][CH3:14])[CH:17]=3)[OH:13])=[CH:10][N:11]=2)[CH:2]=[CH:3][CH:4]=[CH:5][CH:6]=1. The yield is 0.729. (4) The reactants are [CH3:1][O:2][C:3]([C@@H:5]1[C@H:9]([C:10]2[CH:15]=[CH:14][C:13]([Cl:16])=[CH:12][CH:11]=2)[CH2:8][N:7]([CH2:17][C:18]2[CH:23]=[CH:22][CH:21]=[CH:20][CH:19]=2)[CH2:6]1)=[O:4].C[O-].[Na+].S(=O)(=O)(O)O.C(=O)([O-])[O-].[Na+].[Na+]. The catalyst is CO.C(OC)(C)(C)C. The product is [CH3:1][O:2][C:3]([C@H:5]1[C@H:9]([C:10]2[CH:15]=[CH:14][C:13]([Cl:16])=[CH:12][CH:11]=2)[CH2:8][N:7]([CH2:17][C:18]2[CH:19]=[CH:20][CH:21]=[CH:22][CH:23]=2)[CH2:6]1)=[O:4]. The yield is 0.860. (5) The reactants are [C:1]([C:9]1[CH:17]=[CH:16][C:12]([C:13]([OH:15])=[O:14])=[CH:11][CH:10]=1)(=[O:8])[C:2]1[CH:7]=[CH:6][CH:5]=[CH:4][CH:3]=1.S(Cl)(Cl)=O.[CH3:22]O. No catalyst specified. The product is [C:2]1([C:1]([C:9]2[CH:10]=[CH:11][C:12]([C:13]([O:15][CH3:22])=[O:14])=[CH:16][CH:17]=2)=[O:8])[CH:3]=[CH:4][CH:5]=[CH:6][CH:7]=1. The yield is 0.640.